From a dataset of Forward reaction prediction with 1.9M reactions from USPTO patents (1976-2016). Predict the product of the given reaction. (1) The product is: [F:1][C:2]1[CH:3]=[C:4]([NH:13][C:14]([C@H:16]2[C:25]3[C:20](=[CH:21][C:22]([O:26][CH3:27])=[CH:23][CH:24]=3)[CH2:19][CH2:18][N:17]2[C:28]([CH:30]2[CH2:31][CH:32]([CH2:34][C:35]([O:37][C:38]([CH3:41])([CH3:40])[CH3:39])=[O:36])[CH2:33]2)=[O:29])=[O:15])[CH:5]=[C:6]([F:12])[C:7]=1[Si:8]([CH3:9])([CH3:11])[CH3:10]. Given the reactants [F:1][C:2]1[CH:3]=[C:4]([NH:13][C:14]([C@H:16]2[C:25]3[C:20](=[CH:21][C:22]([O:26][CH3:27])=[CH:23][CH:24]=3)[CH2:19][CH2:18][N:17]2[C:28]([CH:30]2[CH2:33][C:32](=[CH:34][C:35]([O:37][C:38]([CH3:41])([CH3:40])[CH3:39])=[O:36])[CH2:31]2)=[O:29])=[O:15])[CH:5]=[C:6]([F:12])[C:7]=1[Si:8]([CH3:11])([CH3:10])[CH3:9], predict the reaction product. (2) Given the reactants [C:1]1([CH3:19])[CH:6]=[CH:5][C:4]([S:7]([N:10]2[CH2:15][CH2:14][S:13][CH2:12][C@H:11]2[C:16]([OH:18])=O)(=[O:9])=[O:8])=[CH:3][CH:2]=1.C1(C)C=CC(S(O)(=O)=O)=CC=1.[CH2:31]([O:38][C:39](=[O:45])[C@H:40]([CH:42]([CH3:44])[CH3:43])[NH2:41])[C:32]1[CH:37]=[CH:36][CH:35]=[CH:34][CH:33]=1.C1CCC(N=C=NC2CCCCC2)CC1, predict the reaction product. The product is: [CH2:31]([O:38][C:39](=[O:45])[CH:40]([NH:41][C:16]([C@@H:11]1[CH2:12][S:13][CH2:14][CH2:15][N:10]1[S:7]([C:4]1[CH:3]=[CH:2][C:1]([CH3:19])=[CH:6][CH:5]=1)(=[O:8])=[O:9])=[O:18])[CH:42]([CH3:44])[CH3:43])[C:32]1[CH:37]=[CH:36][CH:35]=[CH:34][CH:33]=1.